From a dataset of Reaction yield outcomes from USPTO patents with 853,638 reactions. Predict the reaction yield, written as a fraction of the theoretical maximum amount of product (1.0 means a 100% yield; for example, 0.34 means a 34% yield). (1) The reactants are [NH2:1][C:2]1[CH:3]=[C:4]([CH3:9])[CH:5]=[N:6][C:7]=1[Cl:8].[N+:10]([C:13]1[CH:21]=[CH:20][CH:19]=[CH:18][C:14]=1[C:15](Cl)=[O:16])([O-:12])=[O:11]. The catalyst is N1C=CC=CC=1.O.C(=O)(O)[O-].[Na+]. The product is [Cl:8][C:7]1[C:2]([NH:1][C:15](=[O:16])[C:14]2[CH:18]=[CH:19][CH:20]=[CH:21][C:13]=2[N+:10]([O-:12])=[O:11])=[CH:3][C:4]([CH3:9])=[CH:5][N:6]=1. The yield is 0.910. (2) The yield is 0.900. The reactants are FC(F)(F)S(O[C:7]1[CH:12]=[C:11]([CH3:13])[C:10]([C:14](=[O:16])[CH3:15])=[C:9]([CH3:17])[CH:8]=1)(=O)=O.[F-].[K+].[C:22]1(B(O)O)[CH:27]=[CH:26][CH:25]=[CH:24][CH:23]=1. The catalyst is C1COCC1.CC([O-])=O.CC([O-])=O.[Pd+2].C1(P(C2CCCCC2)C2CCCCC2)CCCCC1. The product is [CH3:17][C:9]1[CH:8]=[C:7]([C:22]2[CH:27]=[CH:26][CH:25]=[CH:24][CH:23]=2)[CH:12]=[C:11]([CH3:13])[C:10]=1[C:14](=[O:16])[CH3:15].